Dataset: Full USPTO retrosynthesis dataset with 1.9M reactions from patents (1976-2016). Task: Predict the reactants needed to synthesize the given product. (1) Given the product [F:61][C:46]1[C:45]([C:65]2[NH:64][C:63]([CH3:62])=[C:67]([C:68]([O:70][CH2:71][CH3:72])=[O:69])[CH:66]=2)=[C:54]2[C:49](=[CH:48][CH:47]=1)[N:50]=[C:51]([CH3:60])[C:52]([NH:55][C:56]1([CH3:59])[CH2:58][CH2:57]1)=[N:53]2, predict the reactants needed to synthesize it. The reactants are: CC(C1C=C(C(C)C)C(C2C=CC=CC=2P(C2CCCCC2)C2CCCCC2)=C(C(C)C)C=1)C.O.[O-]P([O-])([O-])=O.[K+].[K+].[K+].Br[C:45]1[C:46]([F:61])=[CH:47][CH:48]=[C:49]2[C:54]=1[N:53]=[C:52]([NH:55][C:56]1([CH3:59])[CH2:58][CH2:57]1)[C:51]([CH3:60])=[N:50]2.[CH3:62][C:63]1[NH:64][C:65](B2OC(C)(C)C(C)(C)O2)=[CH:66][C:67]=1[C:68]([O:70][CH2:71][CH3:72])=[O:69]. (2) The reactants are: Cl[C:2]1[C:11]2[C:6](=[CH:7][C:8]3[CH:15]=[C:14]([O:16][CH3:17])[C:13]([O:18][CH3:19])=[CH:12][C:9]=3[CH:10]=2)[N:5]=[CH:4][C:3]=1[C:20]#[N:21].[Cl:22][C:23]1[C:29]([O:30][CH3:31])=[CH:28][C:26]([NH2:27])=[C:25]([CH3:32])[CH:24]=1.Cl.N1C=CC=CC=1. Given the product [Cl:22][C:23]1[C:29]([O:30][CH3:31])=[CH:28][C:26]([NH:27][C:2]2[C:11]3[C:6](=[CH:7][C:8]4[CH:15]=[C:14]([O:16][CH3:17])[C:13]([O:18][CH3:19])=[CH:12][C:9]=4[CH:10]=3)[N:5]=[CH:4][C:3]=2[C:20]#[N:21])=[C:25]([CH3:32])[CH:24]=1, predict the reactants needed to synthesize it. (3) Given the product [CH3:1][C:2]1[CH:3]=[C:4]([N:9]([CH2:20][CH2:21][C:22]2[C:27]([F:28])=[CH:26][C:25]([C:29]([F:32])([F:31])[F:30])=[C:24]([F:33])[C:23]=2[F:34])[C:10](=[O:19])[C:11](=[N:36][OH:37])[C:12]2[CH:17]=[CH:16][CH:15]=[CH:14][CH:13]=2)[CH:5]=[CH:6][C:7]=1[CH3:8], predict the reactants needed to synthesize it. The reactants are: [CH3:1][C:2]1[CH:3]=[C:4]([N:9]([CH2:20][CH2:21][C:22]2[C:27]([F:28])=[CH:26][C:25]([C:29]([F:32])([F:31])[F:30])=[C:24]([F:33])[C:23]=2[F:34])[C:10](=[O:19])[C:11](=O)[C:12]2[CH:17]=[CH:16][CH:15]=[CH:14][CH:13]=2)[CH:5]=[CH:6][C:7]=1[CH3:8].Cl.[NH2:36][OH:37].[OH-].[K+].Cl. (4) Given the product [C:7]([O:11][C:12]([NH:14][C@H:15]1[CH2:20][C:19](=[CH:1][CH3:2])[CH2:18][N:17]([C:22]([O:24][CH2:25][C:26]2[CH:31]=[CH:30][CH:29]=[CH:28][CH:27]=2)=[O:23])[CH2:16]1)=[O:13])([CH3:10])([CH3:9])[CH3:8], predict the reactants needed to synthesize it. The reactants are: [CH3:1][C:2](C)([O-])C.[K+].[C:7]([O:11][C:12]([NH:14][C@H:15]1[CH2:20][C:19](=O)[CH2:18][N:17]([C:22]([O:24][CH2:25][C:26]2[CH:31]=[CH:30][CH:29]=[CH:28][CH:27]=2)=[O:23])[CH2:16]1)=[O:13])([CH3:10])([CH3:9])[CH3:8].C(=O)(O)[O-].[Na+]. (5) Given the product [O:1]=[C:2]1[C:8]2[CH:9]=[CH:10][CH:11]=[CH:12][C:7]=2[O:6][C:5]2[S:13][C:14]([C:16]([OH:18])=[O:17])=[CH:15][C:4]=2[NH:3]1, predict the reactants needed to synthesize it. The reactants are: [O:1]=[C:2]1[C:8]2[CH:9]=[CH:10][CH:11]=[CH:12][C:7]=2[O:6][C:5]2[S:13][C:14]([C:16]([O:18]C)=[O:17])=[CH:15][C:4]=2[NH:3]1.[OH-].[Na+]. (6) Given the product [CH:1]1([C:4]2[NH:8][N:7]=[C:6]([NH:9][C:10]3[C:15]([F:16])=[CH:14][N:13]=[C:12]([C:17]4[S:21][C:20]([C@@H:22]([OH:24])[CH3:23])=[CH:19][CH:18]=4)[N:11]=3)[CH:5]=2)[CH2:3][CH2:2]1.[CH:25]1([C:28]2[NH:32][N:31]=[C:30]([NH:33][C:34]3[C:39]([F:40])=[CH:38][N:37]=[C:36]([C:41]4[S:45][C:44]([C@H:46]([OH:48])[CH3:47])=[CH:43][CH:42]=4)[N:35]=3)[CH:29]=2)[CH2:27][CH2:26]1.[CH:1]1([C:4]2[NH:8][N:7]=[C:6]([NH:9][C:10]3[C:15]([F:16])=[CH:14][N:13]=[C:12]([C:17]4[S:21][C:20]([CH:22]([OH:24])[CH3:23])=[CH:19][CH:18]=4)[N:11]=3)[CH:5]=2)[CH2:3][CH2:2]1, predict the reactants needed to synthesize it. The reactants are: [CH:1]1([C:4]2[NH:8][N:7]=[C:6]([NH:9][C:10]3[C:15]([F:16])=[CH:14][N:13]=[C:12]([C:17]4[S:21][C:20]([C@@H:22]([OH:24])[CH3:23])=[CH:19][CH:18]=4)[N:11]=3)[CH:5]=2)[CH2:3][CH2:2]1.[CH:25]1([C:28]2[NH:32][N:31]=[C:30]([NH:33][C:34]3[C:39]([F:40])=[CH:38][N:37]=[C:36]([C:41]4[S:45][C:44]([C@H:46]([OH:48])[CH3:47])=[CH:43][CH:42]=4)[N:35]=3)[CH:29]=2)[CH2:27][CH2:26]1.